From a dataset of Catalyst prediction with 721,799 reactions and 888 catalyst types from USPTO. Predict which catalyst facilitates the given reaction. (1) Reactant: [CH3:1][O:2][C:3]1[CH:8]=[CH:7][C:6]([N:9]2[CH:13]=[CH:12][N:11]=[CH:10]2)=[CH:5][CH:4]=1.[Br:14][CH2:15][CH2:16][CH2:17][CH2:18][CH2:19][CH3:20]. Product: [Br-:14].[CH2:15]([N:11]1[CH:12]=[CH:13][N+:9]([C:6]2[CH:7]=[CH:8][C:3]([O:2][CH3:1])=[CH:4][CH:5]=2)=[CH:10]1)[CH2:16][CH2:17][CH2:18][CH2:19][CH3:20]. The catalyst class is: 1. (2) Reactant: [Cl:1][C:2]1[CH:11]=[C:10]([CH:12]([NH2:14])[CH3:13])[C:9]([C:15]2[CH:20]=[CH:19][CH:18]=[C:17]([F:21])[CH:16]=2)=[C:8]2[C:3]=1[CH:4]=[CH:5][N:6]=[N:7]2.Br[C:23]1[N:31]=[CH:30][N:29]=[C:28]2[C:24]=1[N:25]=[CH:26][N:27]2C1CCCCO1.C(N(CC)C(C)C)(C)C.Cl.O. Product: [Cl:1][C:2]1[CH:11]=[C:10]([CH:12]([NH:14][C:23]2[N:31]=[CH:30][N:29]=[C:28]3[C:24]=2[N:25]=[CH:26][NH:27]3)[CH3:13])[C:9]([C:15]2[CH:20]=[CH:19][CH:18]=[C:17]([F:21])[CH:16]=2)=[C:8]2[C:3]=1[CH:4]=[CH:5][N:6]=[N:7]2. The catalyst class is: 357. (3) Reactant: [C:1]1([NH:7][C:8]2[N:16]=[CH:15][CH:14]=[CH:13][C:9]=2[C:10]([OH:12])=[O:11])[CH:6]=[CH:5][CH:4]=[CH:3][CH:2]=1.[CH2:17](N(CC)CC)C.ClCC#N. Product: [C:1]1([NH:7][C:8]2[N:16]=[CH:15][CH:14]=[CH:13][C:9]=2[C:10]([O:12][CH3:17])=[O:11])[CH:2]=[CH:3][CH:4]=[CH:5][CH:6]=1. The catalyst class is: 21. (4) Reactant: [N+:1]([C:4]1[CH:9]=[CH:8][CH:7]=[CH:6][C:5]=1[NH:10][C@@H:11]([CH2:16][C:17]1[S:18][CH:19]=[CH:20][CH:21]=1)[C:12](OC)=[O:13])([O-])=O. Product: [S:18]1[CH:19]=[CH:20][CH:21]=[C:17]1[CH2:16][C@@H:11]1[NH:10][C:5]2[C:4](=[CH:9][CH:8]=[CH:7][CH:6]=2)[NH:1][C:12]1=[O:13]. The catalyst class is: 515. (5) Reactant: [CH:1]1[CH:6]=[C:5]2[C:7]([N:9]([CH2:12][CH2:13][C:14]([OH:16])=O)[C:10](=[O:11])[C:4]2=[CH:3][CH:2]=1)=[O:8].[Cl:17][C:18]1[CH:19]=[CH:20][C:21](O)=[C:22]([CH:24]=1)[NH2:23]. Product: [Cl:17][C:18]1[CH:19]=[CH:20][C:21]2[O:16][C:14]([CH2:13][CH2:12][N:9]3[C:10](=[O:11])[C:4]4[C:5](=[CH:6][CH:1]=[CH:2][CH:3]=4)[C:7]3=[O:8])=[N:23][C:22]=2[CH:24]=1. The catalyst class is: 6. (6) Reactant: [CH2:1]([S:8][C:9]1[N:14]2[N:15]=[CH:16][C:17]([CH:18]=O)=[C:13]2[N:12]=[C:11]([NH:20][C:21]2[CH:26]=[CH:25][CH:24]=[C:23]([Cl:27])[CH:22]=2)[CH:10]=1)[C:2]1[CH:7]=[CH:6][CH:5]=[CH:4][CH:3]=1.C(O)C.[NH:31]1[CH2:37][C:35](=[O:36])[NH:34][C:32]1=[O:33].N1CCCCC1. Product: [CH2:1]([S:8][C:9]1[N:14]2[N:15]=[CH:16][C:17]([CH:18]=[C:37]3[NH:31][C:32](=[O:33])[NH:34][C:35]3=[O:36])=[C:13]2[N:12]=[C:11]([NH:20][C:21]2[CH:26]=[CH:25][CH:24]=[C:23]([Cl:27])[CH:22]=2)[CH:10]=1)[C:2]1[CH:7]=[CH:6][CH:5]=[CH:4][CH:3]=1. The catalyst class is: 6. (7) Reactant: [BH4-].[Na+].[Cl-].[Ca+2].[Cl-].C1COCC1.[Cl:11][C:12]1[N:22]=[CH:21][C:20]([CH2:23][N:24]2[C:28]([CH3:29])=[CH:27][C:26]([C:30]3[CH:35]=[CH:34][C:33]([C:36]#[N:37])=[CH:32][CH:31]=3)=[C:25]2[C:38]#[N:39])=[CH:19][C:13]=1[C:14](OCC)=[O:15]. Product: [Cl:11][C:12]1[N:22]=[CH:21][C:20]([CH2:23][N:24]2[C:28]([CH3:29])=[CH:27][C:26]([C:30]3[CH:35]=[CH:34][C:33]([C:36]#[N:37])=[CH:32][CH:31]=3)=[C:25]2[C:38]#[N:39])=[CH:19][C:13]=1[CH2:14][OH:15]. The catalyst class is: 97. (8) Reactant: [F:1][C:2]([F:15])([F:14])[C:3](=O)[CH2:4][C:5]([C:7]1[CH:8]=[N:9][CH:10]=[CH:11][CH:12]=1)=O.[NH:16]([C:18]1[CH:19]=[CH:20][C:21]([NH:24][C:25]([CH:27]2[CH2:32][CH2:31][CH2:30][CH2:29][CH2:28]2)=[O:26])=[N:22][CH:23]=1)[NH2:17].C(O)(=O)C. Product: [N:9]1[CH:10]=[CH:11][CH:12]=[C:7]([C:5]2[N:16]([C:18]3[CH:19]=[CH:20][C:21]([NH:24][C:25]([CH:27]4[CH2:28][CH2:29][CH2:30][CH2:31][CH2:32]4)=[O:26])=[N:22][CH:23]=3)[N:17]=[C:3]([C:2]([F:15])([F:14])[F:1])[CH:4]=2)[CH:8]=1. The catalyst class is: 8. (9) Reactant: [Cl:1][C:2]1[C:3]([CH2:13][N:14]([CH:47]2[CH2:49][CH2:48]2)[C:15](=[O:46])[CH:16]([CH2:26][C:27]2[CH:32]=[CH:31][C:30]([O:33][CH2:34][CH2:35][O:36][C:37]3[C:42]([Cl:43])=[CH:41][C:40]([CH3:44])=[CH:39][C:38]=3[Cl:45])=[CH:29][CH:28]=2)[CH2:17][NH:18][C:19](=[O:25])[O:20][C:21]([CH3:24])([CH3:23])[CH3:22])=[CH:4][C:5]([CH2:8][CH2:9][CH2:10][O:11][CH3:12])=[N:6][CH:7]=1.ClC1C=C(C=CC=1)C(OO)=[O:55]. Product: [Cl:1][C:2]1[C:3]([CH2:13][N:14]([CH:47]2[CH2:48][CH2:49]2)[C:15](=[O:46])[CH:16]([CH2:26][C:27]2[CH:28]=[CH:29][C:30]([O:33][CH2:34][CH2:35][O:36][C:37]3[C:42]([Cl:43])=[CH:41][C:40]([CH3:44])=[CH:39][C:38]=3[Cl:45])=[CH:31][CH:32]=2)[CH2:17][NH:18][C:19](=[O:25])[O:20][C:21]([CH3:22])([CH3:23])[CH3:24])=[CH:4][C:5]([CH2:8][CH2:9][CH2:10][O:11][CH3:12])=[N+:6]([O-:55])[CH:7]=1. The catalyst class is: 4. (10) Reactant: [CH2:1]([O:3][C:4](=[O:17])[CH2:5][C:6]1[CH:11]=[C:10]([Cl:12])[C:9]([N+:13]([O-])=O)=[CH:8][C:7]=1[Cl:16])[CH3:2]. Product: [ClH:12].[CH2:1]([O:3][C:4](=[O:17])[CH2:5][C:6]1[CH:11]=[C:10]([Cl:12])[C:9]([NH2:13])=[CH:8][C:7]=1[Cl:16])[CH3:2]. The catalyst class is: 8.